This data is from Catalyst prediction with 721,799 reactions and 888 catalyst types from USPTO. The task is: Predict which catalyst facilitates the given reaction. (1) Reactant: [BH4-].[Li+].Cl[Si](C)(C)C.[CH3:8][O:9][C:10]1[C:15]([CH:16]=[CH:17][N+:18]([O-])=O)=[CH:14][CH:13]=[C:12]([C:21]([F:24])([F:23])[F:22])[N:11]=1. Product: [CH3:8][O:9][C:10]1[C:15]([CH2:16][CH2:17][NH2:18])=[CH:14][CH:13]=[C:12]([C:21]([F:24])([F:23])[F:22])[N:11]=1. The catalyst class is: 7. (2) Reactant: [Br:1][C:2]1[CH:3]=[C:4]([CH:8]=[CH:9][C:10]=1[Cl:11])[C:5]([OH:7])=[O:6].C(=O)([O-])[O-].[Cs+].[Cs+].I[CH2:19][CH3:20]. Product: [Br:1][C:2]1[CH:3]=[C:4]([CH:8]=[CH:9][C:10]=1[Cl:11])[C:5]([O:7][CH2:19][CH3:20])=[O:6]. The catalyst class is: 10.